Binary Classification. Given a T-cell receptor sequence (or CDR3 region) and an epitope sequence, predict whether binding occurs between them. From a dataset of TCR-epitope binding with 47,182 pairs between 192 epitopes and 23,139 TCRs. (1) The epitope is RAKFKQLL. The TCR CDR3 sequence is CAGSLGTSSYEQYF. Result: 0 (the TCR does not bind to the epitope). (2) The epitope is KLSALGINAV. The TCR CDR3 sequence is CASSDPLGVYNEQFF. Result: 0 (the TCR does not bind to the epitope).